From a dataset of Forward reaction prediction with 1.9M reactions from USPTO patents (1976-2016). Predict the product of the given reaction. (1) Given the reactants [CH3:1][O:2][C:3]1[N:8]=[C:7]2[N:9]=[CH:10][NH:11][C:6]2=[CH:5][CH:4]=1.Cl[C:13]1([C:19]([O:21][CH3:22])=[O:20])[C:17](=[O:18])[CH:16]=[CH:15][S:14]1.CC1(C)CCCC(C)(C)N1, predict the reaction product. The product is: [OH:18][C:17]1[CH:16]=[C:15]([N:9]2[C:7]3=[N:8][C:3]([O:2][CH3:1])=[CH:4][CH:5]=[C:6]3[N:11]=[CH:10]2)[S:14][C:13]=1[C:19]([O:21][CH3:22])=[O:20]. (2) Given the reactants N([O-])=O.[Na+].FC(F)(F)C(O)=O.[CH2:12]([S:14]([C:17]1[CH:44]=[CH:43][C:20]([O:21][C:22]2[C:23]([CH:37]3[O:41][CH:40]([OH:42])[CH2:39][CH2:38]3)=[CH:24][C:25]3[N:29]=[C:28]([C:30]4[CH:35]=[N:34][CH:33]=[CH:32][N:31]=4)[NH:27][C:26]=3[CH:36]=2)=[CH:19][CH:18]=1)(=[O:16])=[O:15])[CH3:13], predict the reaction product. The product is: [CH2:12]([S:14]([C:17]1[CH:44]=[CH:43][C:20]([O:21][C:22]2[C:23]([CH:37]3[O:41][C:40](=[O:42])[CH2:39][CH2:38]3)=[CH:24][C:25]3[N:29]=[C:28]([C:30]4[CH:35]=[N:34][CH:33]=[CH:32][N:31]=4)[NH:27][C:26]=3[CH:36]=2)=[CH:19][CH:18]=1)(=[O:15])=[O:16])[CH3:13]. (3) Given the reactants [Cl:1][C:2]1[CH:10]=[CH:9][C:5]([C:6]([OH:8])=O)=[C:4]([SH:11])[CH:3]=1.[C:12]([C:14]1[CH:19]=[CH:18][CH:17]=[CH:16][N:15]=1)#[N:13], predict the reaction product. The product is: [Cl:1][C:2]1[CH:10]=[CH:9][C:5]2[C:6](=[O:8])[N:13]=[C:12]([C:14]3[CH:19]=[CH:18][CH:17]=[CH:16][N:15]=3)[S:11][C:4]=2[CH:3]=1. (4) Given the reactants [C:1]([C:3]1[CH:4]=[C:5]([CH:9]=[CH:10][C:11]=1[O:12][CH2:13][CH:14]([CH3:16])[CH3:15])[C:6]([OH:8])=O)#[N:2].[CH3:17][O:18][C:19]1[CH:24]=[CH:23][CH:22]=[C:21]([NH2:25])[CH:20]=1.[ClH:26].CN(C)CCCN=C=NCC.[ClH:38], predict the reaction product. The product is: [Cl:26][CH2:1][Cl:38].[C:1]([C:3]1[CH:4]=[C:5]([CH:9]=[CH:10][C:11]=1[O:12][CH2:13][CH:14]([CH3:16])[CH3:15])[C:6]([NH:25][C:21]1[CH:22]=[CH:23][CH:24]=[C:19]([O:18][CH3:17])[CH:20]=1)=[O:8])#[N:2]. (5) Given the reactants [Cl:1][C:2]1[CH:7]=[CH:6][C:5]([N:8]=[C:9]=[O:10])=[CH:4][CH:3]=1.Cl.[CH3:12][N:13]1[CH2:18][CH2:17][N:16]([C:19]2[CH:24]=[C:23]([C:25]3[CH:34]=[C:33]4[C:28]([CH2:29][CH2:30][NH:31][CH2:32]4)=[CH:27][CH:26]=3)[N:22]=[C:21]([NH2:35])[N:20]=2)[CH2:15][CH2:14]1, predict the reaction product. The product is: [NH2:35][C:21]1[N:22]=[C:23]([C:25]2[CH:34]=[C:33]3[C:28]([CH2:29][CH2:30][N:31]([C:9]([NH:8][C:5]4[CH:6]=[CH:7][C:2]([Cl:1])=[CH:3][CH:4]=4)=[O:10])[CH2:32]3)=[CH:27][CH:26]=2)[CH:24]=[C:19]([N:16]2[CH2:15][CH2:14][N:13]([CH3:12])[CH2:18][CH2:17]2)[N:20]=1. (6) Given the reactants [CH3:1][C:2]1[CH:8]=[CH:7][C:5]([NH2:6])=[C:4]([F:9])[CH:3]=1.[Br:10]N1C(=O)CCC1=O.O, predict the reaction product. The product is: [Br:10][C:7]1[CH:8]=[C:2]([CH3:1])[CH:3]=[C:4]([F:9])[C:5]=1[NH2:6]. (7) Given the reactants Br[C:2]1[CH:7]=[CH:6][CH:5]=[CH:4][C:3]=1[CH:8]1[CH2:10][CH:9]1[CH:11]1[CH2:13][CH2:12]1.[NH3:14], predict the reaction product. The product is: [CH:9]1([CH:11]2[CH2:13][CH2:12]2)[CH2:10][CH:8]1[C:3]1[CH:4]=[CH:5][CH:6]=[CH:7][C:2]=1[NH2:14].